From a dataset of Full USPTO retrosynthesis dataset with 1.9M reactions from patents (1976-2016). Predict the reactants needed to synthesize the given product. (1) Given the product [C:25]1([O:31][C:32]2[N:37]=[CH:36][C:35]([C:38]([NH:62][CH2:61][C:57]3[CH:58]=[C:59]4[C:54](=[CH:55][CH:56]=3)[NH:53][C:52]([C:51]([F:64])([F:50])[F:63])=[CH:60]4)=[O:40])=[CH:34][CH:33]=2)[CH:26]=[CH:27][CH:28]=[CH:29][CH:30]=1, predict the reactants needed to synthesize it. The reactants are: CN(C(ON1N=NC2C=CC=NC1=2)=[N+](C)C)C.F[P-](F)(F)(F)(F)F.[C:25]1([O:31][C:32]2[N:37]=[CH:36][C:35]([C:38]([OH:40])=O)=[CH:34][CH:33]=2)[CH:30]=[CH:29][CH:28]=[CH:27][CH:26]=1.CCN(C(C)C)C(C)C.[F:50][C:51]([F:64])([F:63])[C:52]1[NH:53][C:54]2[C:59]([CH:60]=1)=[CH:58][C:57]([CH2:61][NH2:62])=[CH:56][CH:55]=2. (2) Given the product [S:18]([C:15]1[CH:16]=[CH:17][C:12]([CH3:22])=[CH:13][CH:14]=1)([O:4][CH2:1][CH2:2][CH3:3])(=[O:20])=[O:19], predict the reactants needed to synthesize it. The reactants are: [CH2:1]([OH:4])[CH2:2][CH3:3].C(N(CC)CC)C.[C:12]1([CH3:22])[CH:17]=[CH:16][C:15]([S:18](Cl)(=[O:20])=[O:19])=[CH:14][CH:13]=1.Cl. (3) Given the product [C:17]([C:21]1[CH:22]=[CH:23][C:24]([CH:27]=[C:28]([CH3:32])[C:29]([NH:1][CH2:2][C:3]2[CH:8]=[C:7]([CH:9]=[CH2:10])[C:6]([NH:11][S:12]([CH3:15])(=[O:14])=[O:13])=[C:5]([F:16])[CH:4]=2)=[O:30])=[CH:25][CH:26]=1)([CH3:20])([CH3:18])[CH3:19], predict the reactants needed to synthesize it. The reactants are: [NH2:1][CH2:2][C:3]1[CH:8]=[C:7]([CH:9]=[CH2:10])[C:6]([NH:11][S:12]([CH3:15])(=[O:14])=[O:13])=[C:5]([F:16])[CH:4]=1.[C:17]([C:21]1[CH:26]=[CH:25][C:24]([CH:27]=[C:28]([CH3:32])[C:29](O)=[O:30])=[CH:23][CH:22]=1)([CH3:20])([CH3:19])[CH3:18].CCOC(OC(OCC)=O)=O. (4) Given the product [CH2:1]([O:3][P:4]([CH2:9][CH2:10][CH2:11][N:13]=[N+:14]=[N-:15])(=[O:8])[O:5][CH2:6][CH3:7])[CH3:2], predict the reactants needed to synthesize it. The reactants are: [CH2:1]([O:3][P:4]([CH2:9][CH2:10][CH2:11]Br)(=[O:8])[O:5][CH2:6][CH3:7])[CH3:2].[N-:13]=[N+:14]=[N-:15].[Na+].